Dataset: Full USPTO retrosynthesis dataset with 1.9M reactions from patents (1976-2016). Task: Predict the reactants needed to synthesize the given product. Given the product [Cl:11][C:12]1[CH:13]=[N:14][CH:15]=[C:16]([Cl:33])[C:17]=1[NH:18][C:19]1[C:28]2[C:23](=[C:24]([O:31][CH2:2][CH2:3][CH2:4][CH2:5][C:6]([O:8][CH2:9][CH3:10])=[O:7])[C:25]([O:29][CH3:30])=[CH:26][CH:27]=2)[O:22][C:21](=[O:32])[CH:20]=1, predict the reactants needed to synthesize it. The reactants are: Br[CH2:2][CH2:3][CH2:4][CH2:5][C:6]([O:8][CH2:9][CH3:10])=[O:7].[Cl:11][C:12]1[CH:13]=[N:14][CH:15]=[C:16]([Cl:33])[C:17]=1[NH:18][C:19]1[C:28]2[C:23](=[C:24]([OH:31])[C:25]([O:29][CH3:30])=[CH:26][CH:27]=2)[O:22][C:21](=[O:32])[CH:20]=1.